This data is from Full USPTO retrosynthesis dataset with 1.9M reactions from patents (1976-2016). The task is: Predict the reactants needed to synthesize the given product. (1) Given the product [N+:9]([C:6]1[CH:7]=[CH:8][C:3]([C:1]#[N:2])=[CH:4][C:5]=1[NH:27][CH:24]1[CH2:23][CH2:22][N:21]([CH:18]2[CH2:19][CH2:20][O:15][CH2:16][CH2:17]2)[CH2:26][CH2:25]1)([O-:11])=[O:10], predict the reactants needed to synthesize it. The reactants are: [C:1]([C:3]1[CH:8]=[CH:7][C:6]([N+:9]([O-:11])=[O:10])=[C:5](F)[CH:4]=1)#[N:2].Cl.Cl.[O:15]1[CH2:20][CH2:19][CH:18]([N:21]2[CH2:26][CH2:25][CH:24]([NH2:27])[CH2:23][CH2:22]2)[CH2:17][CH2:16]1.C(N(C(C)C)CC)(C)C.CN(C)C=O. (2) Given the product [CH3:15][N:8]([C:9]1[CH:10]=[CH:11][CH:12]=[CH:13][CH:14]=1)[C:6]1[N:7]=[C:2]([NH2:1])[N:3]=[C:4]([C:16]2[N:20]=[C:19]([C:21]3[CH:26]=[N:25][C:24]([CH2:27][O:28][CH2:31][C:30]([F:41])([F:40])[F:29])=[CH:23][CH:22]=3)[O:18][N:17]=2)[N:5]=1, predict the reactants needed to synthesize it. The reactants are: [NH2:1][C:2]1[N:7]=[C:6]([N:8]([CH3:15])[C:9]2[CH:14]=[CH:13][CH:12]=[CH:11][CH:10]=2)[N:5]=[C:4]([C:16]2[N:20]=[C:19]([C:21]3[CH:22]=[CH:23][C:24]([CH2:27][OH:28])=[N:25][CH:26]=3)[O:18][N:17]=2)[N:3]=1.[F:29][C:30]([F:41])([F:40])[CH2:31]OS(C(F)(F)F)(=O)=O.[H-].[Na+]. (3) Given the product [CH3:31][C:23]1[CH:24]=[CH:25][C:26]([NH2:28])=[CH:27][C:22]=1[CH:21]=[C:18]1[CH2:17][CH2:16][N:15]([CH2:14][CH2:13][O:12][C:8]2[CH:7]=[CH:6][CH:5]=[C:4]3[C:9]=2[CH:10]=[CH:11][C:2]([CH3:1])=[N:3]3)[CH2:20][CH2:19]1, predict the reactants needed to synthesize it. The reactants are: [CH3:1][C:2]1[CH:11]=[CH:10][C:9]2[C:4](=[CH:5][CH:6]=[CH:7][C:8]=2[O:12][CH2:13][CH2:14][N:15]2[CH2:20][CH2:19][C:18](=[CH:21][C:22]3[CH:27]=[C:26]([N+:28]([O-])=O)[CH:25]=[CH:24][C:23]=3[CH3:31])[CH2:17][CH2:16]2)[N:3]=1.Cl.Cl[Sn]Cl. (4) Given the product [O:42]=[C:33]1[O:34][CH2:35][C:36]2[CH:41]=[CH:40][CH:39]=[CH:38][C:37]=2[N:32]1[CH:29]1[CH2:30][CH2:31][N:26]([C:22]([C:18]2[CH:17]=[CH:16][C:15]3[C:20](=[CH:21][C:12]4[CH2:11][C@:3]5([C:4]6[C:5](=[N:6][CH:7]=[CH:8][CH:9]=6)[NH:10][C:2]5=[O:1])[CH2:25][C:13]=4[CH:14]=3)[N:19]=2)=[O:24])[CH2:27][CH2:28]1, predict the reactants needed to synthesize it. The reactants are: [O:1]=[C:2]1[NH:10][C:5]2=[N:6][CH:7]=[CH:8][CH:9]=[C:4]2[C@:3]21[CH2:25][C:13]1[CH:14]=[C:15]3[C:20](=[CH:21][C:12]=1[CH2:11]2)[N:19]=[C:18]([C:22]([OH:24])=O)[CH:17]=[CH:16]3.[NH:26]1[CH2:31][CH2:30][CH:29]([N:32]2[C:37]3[CH:38]=[CH:39][CH:40]=[CH:41][C:36]=3[CH2:35][O:34][C:33]2=[O:42])[CH2:28][CH2:27]1.C(Cl)CCl.C(N(CC)CC)C. (5) Given the product [Cl:33][C:14]1[C:13]([C:19]([O:21][CH2:22][CH3:23])=[O:20])=[C:10]([CH2:11][CH3:12])[N:8]=[C:7]2[N:3]([CH2:1][CH3:2])[N:4]=[CH:5][C:6]=12, predict the reactants needed to synthesize it. The reactants are: [CH2:1]([N:3]1[C:7]([NH2:8])=[CH:6][CH:5]=[N:4]1)[CH3:2].Cl[C:10](=[C:13]([C:19]([O:21][CH2:22][CH3:23])=[O:20])[C:14](OCC)=O)[CH2:11][CH3:12].C(N(CC)CC)C.P(Cl)(Cl)([Cl:33])=O. (6) Given the product [Cl:1][C:2]1[CH:3]=[C:4]([C:8]2[C:13]3[N:14]=[CH:15][S:16][C:12]=3[CH:11]=[C:10]([CH2:18][C:19]3[CH:24]=[CH:23][C:22]([N+:25]([O-:27])=[O:26])=[CH:21][CH:20]=3)[CH:9]=2)[CH:5]=[CH:6][CH:7]=1, predict the reactants needed to synthesize it. The reactants are: [Cl:1][C:2]1[CH:3]=[C:4]([C:8]2[C:13]3[N:14]=[C:15](N)[S:16][C:12]=3[CH:11]=[C:10]([CH2:18][C:19]3[CH:24]=[CH:23][C:22]([N+:25]([O-:27])=[O:26])=[CH:21][CH:20]=3)[CH:9]=2)[CH:5]=[CH:6][CH:7]=1.N(OC(C)(C)C)=O. (7) The reactants are: Cl[C:2]1[N:7]=[C:6]([C:8]2[C:9]([C:17]3[CH:18]=[C:19]([NH:23][C:24](=[O:33])[C:25]4[C:30]([F:31])=[CH:29][CH:28]=[CH:27][C:26]=4[F:32])[CH:20]=[CH:21][CH:22]=3)=[N:10][N:11]3[CH:16]=[CH:15][CH:14]=[CH:13][C:12]=23)[CH:5]=[CH:4][N:3]=1.C[N:35]1[CH2:44][CH2:43][C:42]2[C:37](=[CH:38][C:39]([NH2:45])=[CH:40][CH:41]=2)[CH2:36]1. Given the product [NH2:35][CH:44]1[CH2:36][C:37]2[C:42](=[CH:41][CH:40]=[C:39]([NH:45][C:2]3[N:7]=[C:6]([C:8]4[C:9]([C:17]5[CH:18]=[C:19]([NH:23][C:24](=[O:33])[C:25]6[C:30]([F:31])=[CH:29][CH:28]=[CH:27][C:26]=6[F:32])[CH:20]=[CH:21][CH:22]=5)=[N:10][N:11]5[CH:16]=[CH:15][CH:14]=[CH:13][C:12]=45)[CH:5]=[CH:4][N:3]=3)[CH:38]=2)[CH2:43]1, predict the reactants needed to synthesize it.